Dataset: Reaction yield outcomes from USPTO patents with 853,638 reactions. Task: Predict the reaction yield, written as a fraction of the theoretical maximum amount of product (1.0 means a 100% yield; for example, 0.34 means a 34% yield). The reactants are [Cl:1][C:2]1[CH:3]=[CH:4][C:5]([N:11]2[CH:15]=[N:14][N:13]=[N:12]2)=[C:6]([CH:10]=1)[C:7](O)=[O:8].[Cl-].[NH4+].Cl.C[N:20](C)CCCN=C=NCC.ON1C2N=CC=CC=2N=N1.C(N(C(C)C)CC)(C)C. The catalyst is CN(C=O)C.O. The product is [Cl:1][C:2]1[CH:3]=[CH:4][C:5]([N:11]2[CH:15]=[N:14][N:13]=[N:12]2)=[C:6]([CH:10]=1)[C:7]([NH2:20])=[O:8]. The yield is 0.460.